From a dataset of Catalyst prediction with 721,799 reactions and 888 catalyst types from USPTO. Predict which catalyst facilitates the given reaction. (1) Reactant: [C:1]([C:3]1[CH:8]=[C:7]([N:9]2[CH:13]=[N:12][N:11]=[N:10]2)[CH:6]=[CH:5][C:4]=1[CH2:14][C:15]([O:17]C(C)(C)C)=[O:16])#[N:2].C1(SC)C=CC=CC=1.C(O)(C(F)(F)F)=O. Product: [C:1]([C:3]1[CH:8]=[C:7]([N:9]2[CH:13]=[N:12][N:11]=[N:10]2)[CH:6]=[CH:5][C:4]=1[CH2:14][C:15]([OH:17])=[O:16])#[N:2]. The catalyst class is: 2. (2) Reactant: [C:1]([O:5][C:6]([NH:8][C@@H:9]([CH2:14][C:15]1[S:16][CH:17]=[C:18]([P:20]([O:25][CH2:26][CH3:27])([O:22][CH2:23][CH3:24])=[O:21])[CH:19]=1)[C:10]([O:12]C)=[O:11])=[O:7])([CH3:4])([CH3:3])[CH3:2].O.[Li+].[OH-]. Product: [C:1]([O:5][C:6]([NH:8][C@@H:9]([CH2:14][C:15]1[S:16][CH:17]=[C:18]([P:20]([O:22][CH2:23][CH3:24])([O:25][CH2:26][CH3:27])=[O:21])[CH:19]=1)[C:10]([OH:12])=[O:11])=[O:7])([CH3:4])([CH3:2])[CH3:3]. The catalyst class is: 1.